This data is from CYP1A2 inhibition data for predicting drug metabolism from PubChem BioAssay. The task is: Regression/Classification. Given a drug SMILES string, predict its absorption, distribution, metabolism, or excretion properties. Task type varies by dataset: regression for continuous measurements (e.g., permeability, clearance, half-life) or binary classification for categorical outcomes (e.g., BBB penetration, CYP inhibition). Dataset: cyp1a2_veith. The compound is O=c1oc2cc(Oc3ccc(C(F)(F)F)cc3[N+](=O)[O-])ccc2c2c1CCCC2. The result is 0 (non-inhibitor).